Dataset: NCI-60 drug combinations with 297,098 pairs across 59 cell lines. Task: Regression. Given two drug SMILES strings and cell line genomic features, predict the synergy score measuring deviation from expected non-interaction effect. (1) Drug 1: C1=C(C(=O)NC(=O)N1)N(CCCl)CCCl. Drug 2: CCCS(=O)(=O)NC1=C(C(=C(C=C1)F)C(=O)C2=CNC3=C2C=C(C=N3)C4=CC=C(C=C4)Cl)F. Cell line: SNB-19. Synergy scores: CSS=32.1, Synergy_ZIP=4.11, Synergy_Bliss=6.93, Synergy_Loewe=0.350, Synergy_HSA=4.50. (2) Drug 1: CN1CCC(CC1)COC2=C(C=C3C(=C2)N=CN=C3NC4=C(C=C(C=C4)Br)F)OC. Drug 2: CC1=C(C(CCC1)(C)C)C=CC(=CC=CC(=CC(=O)O)C)C. Cell line: NCI-H322M. Synergy scores: CSS=35.8, Synergy_ZIP=0.736, Synergy_Bliss=1.22, Synergy_Loewe=-6.44, Synergy_HSA=2.06. (3) Drug 2: C1=CN(C=N1)CC(O)(P(=O)(O)O)P(=O)(O)O. Drug 1: C1=CN(C(=O)N=C1N)C2C(C(C(O2)CO)O)O.Cl. Cell line: HCT116. Synergy scores: CSS=43.0, Synergy_ZIP=1.14, Synergy_Bliss=-2.06, Synergy_Loewe=-19.3, Synergy_HSA=0.389. (4) Drug 1: CCC1=CC2CC(C3=C(CN(C2)C1)C4=CC=CC=C4N3)(C5=C(C=C6C(=C5)C78CCN9C7C(C=CC9)(C(C(C8N6C)(C(=O)OC)O)OC(=O)C)CC)OC)C(=O)OC.C(C(C(=O)O)O)(C(=O)O)O. Drug 2: C1C(C(OC1N2C=NC3=C(N=C(N=C32)Cl)N)CO)O. Cell line: MDA-MB-435. Synergy scores: CSS=58.7, Synergy_ZIP=3.13, Synergy_Bliss=4.55, Synergy_Loewe=-9.52, Synergy_HSA=3.88. (5) Cell line: SNB-19. Drug 2: C1CNP(=O)(OC1)N(CCCl)CCCl. Synergy scores: CSS=-0.141, Synergy_ZIP=2.56, Synergy_Bliss=2.62, Synergy_Loewe=-2.04, Synergy_HSA=-1.66. Drug 1: CCC(=C(C1=CC=CC=C1)C2=CC=C(C=C2)OCCN(C)C)C3=CC=CC=C3.C(C(=O)O)C(CC(=O)O)(C(=O)O)O.